This data is from NCI-60 drug combinations with 297,098 pairs across 59 cell lines. The task is: Regression. Given two drug SMILES strings and cell line genomic features, predict the synergy score measuring deviation from expected non-interaction effect. (1) Drug 1: C1=CC(=CC=C1CCCC(=O)O)N(CCCl)CCCl. Drug 2: CC12CCC3C(C1CCC2O)C(CC4=C3C=CC(=C4)O)CCCCCCCCCS(=O)CCCC(C(F)(F)F)(F)F. Cell line: OVCAR-5. Synergy scores: CSS=5.48, Synergy_ZIP=-6.69, Synergy_Bliss=-7.43, Synergy_Loewe=-6.50, Synergy_HSA=-6.10. (2) Drug 1: CCN(CC)CCNC(=O)C1=C(NC(=C1C)C=C2C3=C(C=CC(=C3)F)NC2=O)C. Drug 2: C1=NC2=C(N1)C(=S)N=CN2. Cell line: 786-0. Synergy scores: CSS=51.3, Synergy_ZIP=0.288, Synergy_Bliss=-0.291, Synergy_Loewe=-10.4, Synergy_HSA=-0.270. (3) Drug 2: CC=C1C(=O)NC(C(=O)OC2CC(=O)NC(C(=O)NC(CSSCCC=C2)C(=O)N1)C(C)C)C(C)C. Synergy scores: CSS=47.4, Synergy_ZIP=-4.14, Synergy_Bliss=-2.16, Synergy_Loewe=-18.5, Synergy_HSA=-1.36. Cell line: MDA-MB-435. Drug 1: C1=CN(C(=O)N=C1N)C2C(C(C(O2)CO)O)O.Cl. (4) Drug 1: C1=CN(C(=O)N=C1N)C2C(C(C(O2)CO)O)O.Cl. Drug 2: C1CNP(=O)(OC1)N(CCCl)CCCl. Cell line: HCT-15. Synergy scores: CSS=14.7, Synergy_ZIP=0.920, Synergy_Bliss=0.108, Synergy_Loewe=-25.6, Synergy_HSA=-0.394. (5) Drug 1: C1CCN(CC1)CCOC2=CC=C(C=C2)C(=O)C3=C(SC4=C3C=CC(=C4)O)C5=CC=C(C=C5)O. Drug 2: CC1C(C(CC(O1)OC2CC(OC(C2O)C)OC3=CC4=CC5=C(C(=O)C(C(C5)C(C(=O)C(C(C)O)O)OC)OC6CC(C(C(O6)C)O)OC7CC(C(C(O7)C)O)OC8CC(C(C(O8)C)O)(C)O)C(=C4C(=C3C)O)O)O)O. Cell line: A549. Synergy scores: CSS=12.4, Synergy_ZIP=8.81, Synergy_Bliss=7.98, Synergy_Loewe=8.50, Synergy_HSA=4.78.